Task: Predict the reaction yield, written as a fraction of the theoretical maximum amount of product (1.0 means a 100% yield; for example, 0.34 means a 34% yield).. Dataset: Reaction yield outcomes from USPTO patents with 853,638 reactions (1) The reactants are [CH:1]([C:4]1[CH:9]=[CH:8][CH:7]=[CH:6][C:5]=1[NH:10][C:11]1[CH:19]=[CH:18][CH:17]=[CH:16][C:12]=1[C:13](O)=O)([CH3:3])[CH3:2].P(Br)(Br)([Br:22])=O. No catalyst specified. The product is [Br:22][C:13]1[C:12]2[C:11]([N:10]=[C:5]3[C:6]=1[CH:7]=[CH:8][CH:9]=[C:4]3[CH:1]([CH3:3])[CH3:2])=[CH:19][CH:18]=[CH:17][CH:16]=2. The yield is 0.790. (2) The yield is 0.880. The catalyst is CN(C=O)C. The reactants are [Cl:1][C:2]1[CH:7]=[CH:6][CH:5]=[CH:4][C:3]=1[C:8]([C:10]1[C:15]([Cl:16])=[N:14][C:13](Cl)=[CH:12][N:11]=1)=[O:9].[F:18][C:19]1[CH:24]=[C:23]([F:25])[CH:22]=[CH:21][C:20]=1[OH:26].C(=O)([O-])[O-].[K+].[K+]. The product is [Cl:16][C:15]1[C:10]([C:8]([C:3]2[CH:4]=[CH:5][CH:6]=[CH:7][C:2]=2[Cl:1])=[O:9])=[N:11][CH:12]=[C:13]([O:26][C:20]2[CH:21]=[CH:22][C:23]([F:25])=[CH:24][C:19]=2[F:18])[N:14]=1.